This data is from Reaction yield outcomes from USPTO patents with 853,638 reactions. The task is: Predict the reaction yield, written as a fraction of the theoretical maximum amount of product (1.0 means a 100% yield; for example, 0.34 means a 34% yield). (1) The reactants are Cl.Cl.[NH2:3][C@@H:4]([CH2:19][C:20]1[CH:25]=[CH:24][CH:23]=[CH:22][CH:21]=1)[C@H:5]([OH:18])[CH2:6][NH:7][CH2:8][C:9]1[CH:14]=[CH:13][CH:12]=[C:11]([CH:15]([CH3:17])[CH3:16])[CH:10]=1.[O:26]=[C:27]1[N:38]([C@@H:39]([CH3:43])[C:40](O)=[O:41])[CH2:37][CH2:36][C@@:28]21[N:32]([CH2:33][CH2:34][CH3:35])[CH2:31][CH2:30][CH2:29]2.CN(C(ON1N=NC2C=CC=CC1=2)=[N+](C)C)C.[B-](F)(F)(F)F.CN1CCOCC1. The catalyst is C(Cl)Cl. The product is [CH2:19]([C@H:4]([NH:3][C:40](=[O:41])[C@@H:39]([N:38]1[CH2:37][CH2:36][C@:28]2([N:32]([CH2:33][CH2:34][CH3:35])[CH2:31][CH2:30][CH2:29]2)[C:27]1=[O:26])[CH3:43])[C@H:5]([OH:18])[CH2:6][NH:7][CH2:8][C:9]1[CH:14]=[CH:13][CH:12]=[C:11]([CH:15]([CH3:16])[CH3:17])[CH:10]=1)[C:20]1[CH:21]=[CH:22][CH:23]=[CH:24][CH:25]=1. The yield is 0.370. (2) The reactants are [F:1][C:2]1[CH:3]=[C:4]([OH:10])[CH:5]=[C:6]([F:9])[C:7]=1[F:8].[H-].[Na+].Cl[C:14]1[CH:19]=[C:18]([CH3:20])[N:17]=[C:16]([NH:21][C:22]2[CH:27]=[CH:26][C:25]([N:28]3[CH:32]=[C:31]([CH3:33])[N:30]=[CH:29]3)=[C:24]([O:34][CH3:35])[CH:23]=2)[N:15]=1.[OH-].[Na+]. The catalyst is CN1CCCC1=O. The product is [CH3:35][O:34][C:24]1[CH:23]=[C:22]([NH:21][C:16]2[N:17]=[C:18]([CH3:20])[CH:19]=[C:14]([O:10][C:4]3[CH:3]=[C:2]([F:1])[C:7]([F:8])=[C:6]([F:9])[CH:5]=3)[N:15]=2)[CH:27]=[CH:26][C:25]=1[N:28]1[CH:32]=[C:31]([CH3:33])[N:30]=[CH:29]1. The yield is 0.0800. (3) The product is [O:1]=[C:2]1[C:6]2([CH2:11][CH2:10][N:9]([CH2:41][CH2:42][CH2:43][N:44]3[C:49](=[O:50])[CH2:48][O:47][C:46]4[CH:51]=[CH:52][CH:53]=[CH:54][C:45]3=4)[CH2:8][CH2:7]2)[N:5]([C:12]2[CH:13]=[CH:14][CH:15]=[CH:16][CH:17]=2)[CH2:4][N:3]1[CH2:18][C:19]1[CH:20]=[C:21]([CH:29]=[CH:30][CH:31]=1)[C:22]([O:24][C:25]([CH3:28])([CH3:26])[CH3:27])=[O:23]. The catalyst is CC(=O)CC. The reactants are [O:1]=[C:2]1[C:6]2([CH2:11][CH2:10][NH:9][CH2:8][CH2:7]2)[N:5]([C:12]2[CH:17]=[CH:16][CH:15]=[CH:14][CH:13]=2)[CH2:4][N:3]1[CH2:18][C:19]1[CH:20]=[C:21]([CH:29]=[CH:30][CH:31]=1)[C:22]([O:24][C:25]([CH3:28])([CH3:27])[CH3:26])=[O:23].C(=O)([O-])[O-].[K+].[K+].[I-].[Na+].Cl[CH2:41][CH2:42][CH2:43][N:44]1[C:49](=[O:50])[CH2:48][O:47][C:46]2[CH:51]=[CH:52][CH:53]=[CH:54][C:45]1=2. The yield is 0.350. (4) The reactants are C(O[C:4](=[O:20])[C:5](=[CH:11][NH:12][C:13]1[CH2:18][CH2:17][CH2:16][C:15](=[O:19])[CH:14]=1)[C:6]([O:8][CH2:9][CH3:10])=[O:7])C.C1(OC2C=CC=CC=2)C=CC=CC=1. The catalyst is CCCCCC. The product is [CH2:9]([O:8][C:6]([C:5]1[C:4](=[O:20])[C:14]2[C:15](=[O:19])[CH2:16][CH2:17][CH2:18][C:13]=2[NH:12][CH:11]=1)=[O:7])[CH3:10]. The yield is 0.720. (5) The reactants are O.[OH-].[Li+].C[O:5][C:6](=[O:38])[CH2:7][C:8]1[C:17]([CH3:18])=[C:16]([C:19]2[CH:24]=[CH:23][C:22]([S:25](=[O:36])(=[O:35])[NH:26][C:27]3[CH:32]=[CH:31][CH:30]=[C:29]([Cl:33])[C:28]=3[CH3:34])=[CH:21][CH:20]=2)[C:15]2[C:10](=[CH:11][CH:12]=[C:13]([Cl:37])[CH:14]=2)[CH:9]=1.C1COCC1.O. The catalyst is CCCCCC. The product is [Cl:37][C:13]1[CH:14]=[C:15]2[C:10](=[CH:11][CH:12]=1)[CH:9]=[C:8]([CH2:7][C:6]([OH:38])=[O:5])[C:17]([CH3:18])=[C:16]2[C:19]1[CH:20]=[CH:21][C:22]([S:25](=[O:36])(=[O:35])[NH:26][C:27]2[CH:32]=[CH:31][CH:30]=[C:29]([Cl:33])[C:28]=2[CH3:34])=[CH:23][CH:24]=1. The yield is 0.900. (6) The reactants are [N+:1]([C:4]1[CH:12]=[CH:11][CH:10]=[C:9]2[C:5]=1[C:6](=[O:28])[N:7]([CH:14]([C:17]1[CH:22]=[CH:21][C:20]([O:23][CH3:24])=[C:19]([O:25][CH2:26][CH3:27])[CH:18]=1)[C:15]#[N:16])[C:8]2=[O:13])([O-])=O. The catalyst is CO.[Pd]. The product is [NH2:1][C:4]1[CH:12]=[CH:11][CH:10]=[C:9]2[C:5]=1[C:6](=[O:28])[N:7]([CH:14]([C:17]1[CH:22]=[CH:21][C:20]([O:23][CH3:24])=[C:19]([O:25][CH2:26][CH3:27])[CH:18]=1)[C:15]#[N:16])[C:8]2=[O:13]. The yield is 0.910. (7) The reactants are B1C2CCCC1CCC2.[F:10][C:11]([F:28])([F:27])[C:12]1[CH:17]=[CH:16][CH:15]=[C:14]([O:18][C:19]2[CH:24]=[CH:23][C:22]([CH:25]=[CH2:26])=[CH:21][CH:20]=2)[CH:13]=1.[OH-:29].[Na+].OO. The catalyst is C1COCC1. The yield is 0.638. The product is [F:10][C:11]([F:27])([F:28])[C:12]1[CH:13]=[C:14]([CH:15]=[CH:16][CH:17]=1)[O:18][C:19]1[CH:24]=[CH:23][C:22]([CH2:25][CH2:26][OH:29])=[CH:21][CH:20]=1.